Predict the reactants needed to synthesize the given product. From a dataset of Retrosynthesis with 50K atom-mapped reactions and 10 reaction types from USPTO. (1) Given the product O=C(CNCCO)Nc1cccc([N+](=O)[O-])c1, predict the reactants needed to synthesize it. The reactants are: NCCO.O=C(CCl)Nc1cccc([N+](=O)[O-])c1. (2) Given the product C=CCOc1cccc(Oc2ccc(CN(Cc3ccc(C#N)cc3)c3cccc([N+](=O)[O-])c3C)cc2)c1, predict the reactants needed to synthesize it. The reactants are: C=CCOc1cccc(Oc2ccc(CNc3cccc([N+](=O)[O-])c3C)cc2)c1.N#Cc1ccc(CBr)cc1. (3) Given the product COc1c(F)cc(Cl)cc1C=Nc1cc(F)cc2[nH]c(=O)ccc12, predict the reactants needed to synthesize it. The reactants are: COc1c(F)cc(Cl)cc1C=O.Nc1cc(F)cc2[nH]c(=O)ccc12. (4) Given the product NCc1ccc(OCC(F)(F)F)c(F)c1, predict the reactants needed to synthesize it. The reactants are: N#Cc1ccc(OCC(F)(F)F)c(F)c1.